Dataset: Forward reaction prediction with 1.9M reactions from USPTO patents (1976-2016). Task: Predict the product of the given reaction. Given the reactants C([O:3][C:4](=[O:24])/[CH:5]=[CH:6]/[C:7]([N:9]1[C:14]2[CH:15]=[C:16]([Cl:20])[CH:17]=[C:18]([CH3:19])[C:13]=2[O:12][CH:11]([CH:21]([CH3:23])[CH3:22])[CH2:10]1)=[O:8])C.[OH-].[Na+], predict the reaction product. The product is: [Cl:20][C:16]1[CH:17]=[C:18]([CH3:19])[C:13]2[O:12][CH:11]([CH:21]([CH3:23])[CH3:22])[CH2:10][N:9]([C:7](=[O:8])/[CH:6]=[CH:5]/[C:4]([OH:24])=[O:3])[C:14]=2[CH:15]=1.